From a dataset of Forward reaction prediction with 1.9M reactions from USPTO patents (1976-2016). Predict the product of the given reaction. Given the reactants [F:1][C:2]1[C:7](=[O:8])[NH:6][C:5]([CH2:9][C:10]([O-:12])=O)=[N:4][C:3]=1[N:13]1[CH2:18][CH2:17][O:16][CH2:15][CH2:14]1.[Na+].[CH3:20][CH:21]1[CH2:29][C:28]2[C:23](=[CH:24][C:25]([F:30])=[CH:26][CH:27]=2)[NH:22]1, predict the reaction product. The product is: [F:1][C:2]1[C:7](=[O:8])[NH:6][C:5]([CH2:9][C:10]([N:22]2[C:23]3[C:28](=[CH:27][CH:26]=[C:25]([F:30])[CH:24]=3)[CH2:29][CH:21]2[CH3:20])=[O:12])=[N:4][C:3]=1[N:13]1[CH2:18][CH2:17][O:16][CH2:15][CH2:14]1.